Dataset: NCI-60 drug combinations with 297,098 pairs across 59 cell lines. Task: Regression. Given two drug SMILES strings and cell line genomic features, predict the synergy score measuring deviation from expected non-interaction effect. (1) Drug 1: C1=NC2=C(N1)C(=S)N=C(N2)N. Drug 2: C1=CC=C(C=C1)NC(=O)CCCCCCC(=O)NO. Cell line: EKVX. Synergy scores: CSS=24.0, Synergy_ZIP=-4.74, Synergy_Bliss=-5.54, Synergy_Loewe=-8.19, Synergy_HSA=-5.21. (2) Drug 1: C1=NC2=C(N=C(N=C2N1C3C(C(C(O3)CO)O)F)Cl)N. Drug 2: CC(C)(C#N)C1=CC(=CC(=C1)CN2C=NC=N2)C(C)(C)C#N. Cell line: OVCAR3. Synergy scores: CSS=7.77, Synergy_ZIP=0.812, Synergy_Bliss=-6.17, Synergy_Loewe=-2.56, Synergy_HSA=-6.32. (3) Drug 1: C1=C(C(=O)NC(=O)N1)F. Drug 2: C1=CN(C=N1)CC(O)(P(=O)(O)O)P(=O)(O)O. Cell line: RPMI-8226. Synergy scores: CSS=66.5, Synergy_ZIP=-9.94, Synergy_Bliss=-23.1, Synergy_Loewe=-25.8, Synergy_HSA=-23.9. (4) Drug 1: C1=CC(=CC=C1CCCC(=O)O)N(CCCl)CCCl. Drug 2: C1C(C(OC1N2C=NC(=NC2=O)N)CO)O. Cell line: MCF7. Synergy scores: CSS=29.9, Synergy_ZIP=-8.08, Synergy_Bliss=-4.90, Synergy_Loewe=0.130, Synergy_HSA=1.04. (5) Drug 1: COC1=NC(=NC2=C1N=CN2C3C(C(C(O3)CO)O)O)N. Drug 2: CC(C)CN1C=NC2=C1C3=CC=CC=C3N=C2N. Cell line: M14. Synergy scores: CSS=-1.64, Synergy_ZIP=0.0919, Synergy_Bliss=-3.27, Synergy_Loewe=-4.43, Synergy_HSA=-4.75. (6) Drug 1: C1CCC(C1)C(CC#N)N2C=C(C=N2)C3=C4C=CNC4=NC=N3. Drug 2: CC1C(C(CC(O1)OC2CC(OC(C2O)C)OC3=CC4=CC5=C(C(=O)C(C(C5)C(C(=O)C(C(C)O)O)OC)OC6CC(C(C(O6)C)O)OC7CC(C(C(O7)C)O)OC8CC(C(C(O8)C)O)(C)O)C(=C4C(=C3C)O)O)O)O. Cell line: NCI-H460. Synergy scores: CSS=-0.456, Synergy_ZIP=0.000681, Synergy_Bliss=2.28, Synergy_Loewe=1.23, Synergy_HSA=1.43. (7) Drug 1: CC1=C2C(C(=O)C3(C(CC4C(C3C(C(C2(C)C)(CC1OC(=O)C(C(C5=CC=CC=C5)NC(=O)OC(C)(C)C)O)O)OC(=O)C6=CC=CC=C6)(CO4)OC(=O)C)OC)C)OC. Drug 2: C1CCC(C1)C(CC#N)N2C=C(C=N2)C3=C4C=CNC4=NC=N3. Cell line: SK-MEL-28. Synergy scores: CSS=40.7, Synergy_ZIP=6.67, Synergy_Bliss=7.50, Synergy_Loewe=-11.5, Synergy_HSA=4.44. (8) Drug 1: C1CCC(C1)C(CC#N)N2C=C(C=N2)C3=C4C=CNC4=NC=N3. Drug 2: CN(CC1=CN=C2C(=N1)C(=NC(=N2)N)N)C3=CC=C(C=C3)C(=O)NC(CCC(=O)O)C(=O)O. Cell line: HOP-62. Synergy scores: CSS=25.4, Synergy_ZIP=0.173, Synergy_Bliss=0.271, Synergy_Loewe=-16.5, Synergy_HSA=-0.920.